Dataset: Forward reaction prediction with 1.9M reactions from USPTO patents (1976-2016). Task: Predict the product of the given reaction. Given the reactants [Cl:1][C:2]1[CH:7]=[CH:6][C:5]([C:8]([F:11])([F:10])[F:9])=[CH:4][C:3]=1[C@H:12]1[N:16]([C:17]([O:19][C:20]([CH3:23])([CH3:22])[CH3:21])=[O:18])[C@H:15]([C:24](OCC)=[O:25])[CH2:14][CH2:13]1.Br[C:30]1[CH:35]=[C:34]([C:36]([F:39])([F:38])[F:37])[CH:33]=[C:32]([C:40]([F:43])([F:42])[F:41])[CH:31]=1.[Li]CCCC, predict the reaction product. The product is: [F:41][C:40]([F:43])([F:42])[C:32]1[CH:31]=[C:30]([CH:35]=[C:34]([C:36]([F:39])([F:38])[F:37])[CH:33]=1)[C:24]([C@@H:15]1[CH2:14][CH2:13][C@@H:12]([C:3]2[CH:4]=[C:5]([C:8]([F:10])([F:9])[F:11])[CH:6]=[CH:7][C:2]=2[Cl:1])[N:16]1[C:17]([O:19][C:20]([CH3:23])([CH3:22])[CH3:21])=[O:18])=[O:25].